This data is from Catalyst prediction with 721,799 reactions and 888 catalyst types from USPTO. The task is: Predict which catalyst facilitates the given reaction. (1) Reactant: [CH2:1]([O:5][C:6]1[CH:11]=[CH:10][C:9]([CH2:12][C@H:13]([NH:18][C:19]([C@@H:21](/[CH:30]=[CH:31]/[CH2:32][CH2:33][CH2:34][CH2:35][CH2:36][CH2:37][CH:38]([OH:46])[CH2:39][CH2:40][CH2:41][CH2:42][CH2:43][CH2:44][CH3:45])[C@@:22]([OH:29])([CH2:26][CH2:27][OH:28])[C:23]([O-:25])=[O:24])=[O:20])[C:14]([O:16]C)=[O:15])=[CH:8][CH:7]=1)[C:2]#[C:3][CH3:4].CO.C(=O)([O-])[O-].[K+].[K+]. Product: [CH2:1]([O:5][C:6]1[CH:11]=[CH:10][C:9]([CH2:12][C@H:13]([NH:18][C:19]([C@@H:21](/[CH:30]=[CH:31]/[CH2:32][CH2:33][CH2:34][CH2:35][CH2:36][CH2:37][CH:38]([OH:46])[CH2:39][CH2:40][CH2:41][CH2:42][CH2:43][CH2:44][CH3:45])[C@@:22]([OH:29])([CH2:26][CH2:27][OH:28])[C:23]([OH:25])=[O:24])=[O:20])[C:14]([OH:16])=[O:15])=[CH:8][CH:7]=1)[C:2]#[C:3][CH3:4]. The catalyst class is: 6. (2) Reactant: [N:1]([C:4]1[C:9]([F:10])=[CH:8][N:7]=[CH:6][C:5]=1[CH:11]=O)=[N+:2]=[N-:3].[NH2:13][C:14]1[C:21]([Cl:22])=[CH:20][CH:19]=[CH:18][C:15]=1[C:16]#[N:17].C(N(CC)CC)C. Product: [N:1]([C:4]1[C:9]([F:10])=[CH:8][N:7]=[CH:6][C:5]=1/[CH:11]=[N:13]/[C:14]1[C:21]([Cl:22])=[CH:20][CH:19]=[CH:18][C:15]=1[C:16]#[N:17])=[N+:2]=[N-:3]. The catalyst class is: 642. (3) Reactant: [OH-].[Na+].C[O:4][C:5]([CH2:7][C:8]1[C:17]2[CH2:16][CH2:15][CH2:14][CH2:13][C:12]=2[C:11](=[O:18])[NH:10][N:9]=1)=[O:6]. Product: [C:5]([CH2:7][C:8]1[C:17]2[CH2:16][CH2:15][CH2:14][CH2:13][C:12]=2[C:11](=[O:18])[NH:10][N:9]=1)([OH:6])=[O:4]. The catalyst class is: 5. (4) Reactant: [N+:1]([C:4]1[CH:12]=[C:11]([N+:13]([O-:15])=[O:14])[CH:10]=[C:6]([C:7](O)=[O:8])[C:5]=1[OH:16])([O-:3])=[O:2].S(Cl)([Cl:19])=O.CN(C=O)C. Product: [OH:16][C:5]1[C:4]([N+:1]([O-:3])=[O:2])=[CH:12][C:11]([N+:13]([O-:15])=[O:14])=[CH:10][C:6]=1[C:7]([Cl:19])=[O:8]. The catalyst class is: 4. (5) Reactant: C(N(CC)CC)C.Cl.[NH2:9][CH2:10][C:11]1[CH:19]=[CH:18][CH:17]=[C:16]2[C:12]=1[CH2:13][N:14]([CH:21]1[CH2:26][CH2:25][C:24](=[O:27])[NH:23][C:22]1=[O:28])[C:15]2=[O:20].[N:29]1[CH:34]=[CH:33][CH:32]=[CH:31][C:30]=1[C:35](Cl)=[O:36]. Product: [O:28]=[C:22]1[CH:21]([N:14]2[CH2:13][C:12]3[C:16](=[CH:17][CH:18]=[CH:19][C:11]=3[CH2:10][NH:9][C:35]([C:30]3[CH:31]=[CH:32][CH:33]=[CH:34][N:29]=3)=[O:36])[C:15]2=[O:20])[CH2:26][CH2:25][C:24](=[O:27])[NH:23]1. The catalyst class is: 1. (6) Reactant: [ClH:1].Cl.[Cl:3][C:4]1[CH:26]=[CH:25][CH:24]=[CH:23][C:5]=1[C:6]([NH:8][C:9]1[CH:14]=[CH:13][CH:12]=[C:11]([NH:15][CH:16]2[CH2:21][CH2:20][N:19]([CH3:22])[CH2:18][CH2:17]2)[CH:10]=1)=[O:7].C=O.[C:29](O)(=O)C.C([BH3-])#N.[Na+]. Product: [ClH:3].[ClH:1].[Cl:3][C:4]1[CH:26]=[CH:25][CH:24]=[CH:23][C:5]=1[C:6]([NH:8][C:9]1[CH:14]=[CH:13][CH:12]=[C:11]([N:15]([CH3:29])[CH:16]2[CH2:17][CH2:18][N:19]([CH3:22])[CH2:20][CH2:21]2)[CH:10]=1)=[O:7]. The catalyst class is: 5. (7) Reactant: C[O:2][C:3](=O)[C:4]1[C:5](=[CH:7][CH:8]=[C:9]([CH3:11])[CH:10]=1)[OH:6].[NH2:13][OH:14].O. Product: [OH:6][C:5]1[CH:7]=[CH:8][C:9]([CH3:11])=[CH:10][C:4]=1[C:3]([NH:13][OH:14])=[O:2]. The catalyst class is: 127.